Predict which catalyst facilitates the given reaction. From a dataset of Catalyst prediction with 721,799 reactions and 888 catalyst types from USPTO. (1) Reactant: [F:1][C:2]1[CH:3]=[CH:4][C:5]([O:20][CH3:21])=[C:6]([C:8]([CH3:19])([CH3:18])[CH2:9][C:10]([OH:17])([C:13]([F:16])([F:15])[F:14])[CH:11]=O)[CH:7]=1.[NH2:22][C:23]1[CH:32]=[CH:31][CH:30]=[C:29]2[C:24]=1[CH:25]=[N:26][C:27]([CH3:33])=[N:28]2. Product: [F:1][C:2]1[CH:3]=[CH:4][C:5]([O:20][CH3:21])=[C:6]([C:8]([CH3:19])([CH3:18])[CH2:9][C:10]([C:13]([F:16])([F:15])[F:14])([OH:17])[CH:11]=[N:22][C:23]2[CH:32]=[CH:31][CH:30]=[C:29]3[C:24]=2[CH:25]=[N:26][C:27]([CH3:33])=[N:28]3)[CH:7]=1. The catalyst class is: 68. (2) Reactant: [Cl:1][C:2]1[CH:3]=[CH:4][C:5]([NH:8][C:9](=[O:31])[C:10]2[CH:15]=[CH:14][CH:13]=[CH:12][C:11]=2[N:16]=[CH:17][CH:18]2[CH2:23][CH2:22][N:21](C(OC(C)(C)C)=O)[CH2:20][CH2:19]2)=[N:6][CH:7]=1.[B-][N+](C)(C)C. Product: [Cl:1][C:2]1[CH:3]=[CH:4][C:5]([NH:8][C:9](=[O:31])[C:10]2[CH:15]=[CH:14][CH:13]=[CH:12][C:11]=2[NH:16][CH2:17][CH:18]2[CH2:19][CH2:20][NH:21][CH2:22][CH2:23]2)=[N:6][CH:7]=1. The catalyst class is: 15.